Dataset: Forward reaction prediction with 1.9M reactions from USPTO patents (1976-2016). Task: Predict the product of the given reaction. (1) Given the reactants [CH3:1][O:2][C:3]1[CH:4]=[CH:5][C:6]([N+:13]([O-])=O)=[C:7]([NH:9][CH2:10][CH2:11][OH:12])[CH:8]=1, predict the reaction product. The product is: [NH2:13][C:6]1[CH:5]=[CH:4][C:3]([O:2][CH3:1])=[CH:8][C:7]=1[NH:9][CH2:10][CH2:11][OH:12]. (2) Given the reactants [CH2:1]([O:3][C:4]([C:6]1[CH:7]=[N:8][N:9]([C:11](=[NH:23])[NH:12][C:13]2[CH:14]=[CH:15][C:16]3[S:20][CH:19]=[N:18][C:17]=3[C:21]=2Br)[CH:10]=1)=[O:5])[CH3:2].N1C2C(=CC=C3C=2N=CC=C3)C=CC=1.C(=O)([O-])[O-].[Cs+].[Cs+], predict the reaction product. The product is: [CH2:1]([O:3][C:4]([C:6]1[CH:7]=[N:8][N:9]([C:11]2[NH:23][C:21]3[C:17]4[N:18]=[CH:19][S:20][C:16]=4[CH:15]=[CH:14][C:13]=3[N:12]=2)[CH:10]=1)=[O:5])[CH3:2]. (3) Given the reactants [NH2:1][CH2:2][CH2:3][CH2:4][N:5]1[CH2:10][CH2:9][CH:8]([C:11]2[CH:12]=[C:13]([NH:17][C:18](=[O:22])[CH:19]([CH3:21])[CH3:20])[CH:14]=[CH:15][CH:16]=2)[CH2:7][CH2:6]1.[C:23]1([CH:29]([C:33]2[CH:38]=[CH:37][CH:36]=[CH:35][CH:34]=2)[C:30](Cl)=[O:31])[CH:28]=[CH:27][CH:26]=[CH:25][CH:24]=1, predict the reaction product. The product is: [C:33]1([CH:29]([C:23]2[CH:24]=[CH:25][CH:26]=[CH:27][CH:28]=2)[C:30]([NH:1][CH2:2][CH2:3][CH2:4][N:5]2[CH2:10][CH2:9][CH:8]([C:11]3[CH:12]=[C:13]([NH:17][C:18](=[O:22])[CH:19]([CH3:20])[CH3:21])[CH:14]=[CH:15][CH:16]=3)[CH2:7][CH2:6]2)=[O:31])[CH:34]=[CH:35][CH:36]=[CH:37][CH:38]=1. (4) Given the reactants [F:1][C:2]1[CH:33]=[CH:32][C:5]([CH2:6][C:7]2[CH:16]=[C:15]3[C:10]([C:11]([OH:31])=[C:12]([C:26](OCC)=[O:27])[C:13](=[O:25])[N:14]3[CH2:17][CH2:18][N:19]3[CH2:23][CH2:22][CH2:21][C:20]3=[O:24])=[N:9][CH:8]=2)=[CH:4][CH:3]=1.[NH2:34][CH:35]([CH2:38][OH:39])[CH2:36][OH:37], predict the reaction product. The product is: [F:1][C:2]1[CH:3]=[CH:4][C:5]([CH2:6][C:7]2[CH:16]=[C:15]3[C:10]([C:11]([OH:31])=[C:12]([C:26]([NH:34][CH:35]([CH2:38][OH:39])[CH2:36][OH:37])=[O:27])[C:13](=[O:25])[N:14]3[CH2:17][CH2:18][N:19]3[CH2:23][CH2:22][CH2:21][C:20]3=[O:24])=[N:9][CH:8]=2)=[CH:32][CH:33]=1. (5) The product is: [NH2:27][C:28]1[C:33]([N+:34]([O-:36])=[O:35])=[C:32]([N:52]2[CH2:51][CH2:50][N:49]([C:47]([C:44]3[CH:45]=[CH:46][C:41]([O:40][CH3:39])=[CH:42][CH:43]=3)=[O:48])[CH2:54][CH2:53]2)[C:31]([Cl:38])=[CH:30][N:29]=1. Given the reactants NC1C([N+]([O-])=O)=C(N2CCN(CC(NC3SC=CN=3)=O)CC2)C(Cl)=CN=1.[NH2:27][C:28]1[C:33]([N+:34]([O-:36])=[O:35])=[C:32](Cl)[C:31]([Cl:38])=[CH:30][N:29]=1.[CH3:39][O:40][C:41]1[CH:46]=[CH:45][C:44]([C:47]([N:49]2[CH2:54][CH2:53][NH:52][CH2:51][CH2:50]2)=[O:48])=[CH:43][CH:42]=1, predict the reaction product. (6) Given the reactants [C:1](#[N:5])[CH:2]([CH3:4])[CH3:3].Br[CH2:7][CH2:8][CH2:9][Cl:10].C[Si]([N-][Si](C)(C)C)(C)C.[Li+], predict the reaction product. The product is: [Cl:10][CH2:9][CH2:8][CH2:7][C:2]([CH3:4])([CH3:3])[C:1]#[N:5]. (7) Given the reactants Cl[C:2]1[CH:11]=[CH:10][N:9]=[C:8]2[C:3]=1[CH:4]=[CH:5][C:6]([C:12]([F:15])([F:14])[F:13])=[N:7]2.[F:16][C:17]1[CH:22]=[CH:21][C:20](B2OC(C)(C)C(C)(C)O2)=[CH:19][C:18]=1[C:32]1[C:33]([C:38]#[N:39])=[CH:34][CH:35]=[CH:36][CH:37]=1, predict the reaction product. The product is: [F:16][C:17]1[CH:22]=[CH:21][C:20]([C:2]2[C:3]3[C:8](=[N:7][C:6]([C:12]([F:15])([F:14])[F:13])=[CH:5][CH:4]=3)[N:9]=[CH:10][CH:11]=2)=[CH:19][C:18]=1[C:32]1[C:33]([C:38]#[N:39])=[CH:34][CH:35]=[CH:36][CH:37]=1.